This data is from Full USPTO retrosynthesis dataset with 1.9M reactions from patents (1976-2016). The task is: Predict the reactants needed to synthesize the given product. (1) Given the product [CH2:12]([O:14][C:15](=[O:25])[CH2:16][C:17]1[NH:10][C:7]2[C:8]([C:18]=1[S:19][C:20]([CH3:23])([CH3:22])[CH3:21])=[CH:9][C:4]([O:3][CH3:2])=[CH:5][CH:6]=2)[CH3:13], predict the reactants needed to synthesize it. The reactants are: Cl.[CH3:2][O:3][C:4]1[CH:9]=[CH:8][C:7]([NH:10]N)=[CH:6][CH:5]=1.[CH2:12]([O:14][C:15](=[O:25])[CH2:16][C:17](=O)[CH2:18][S:19][C:20]([CH3:23])([CH3:22])[CH3:21])[CH3:13].C(O)(=O)C. (2) Given the product [N:11]1[CH:12]=[CH:13][CH:14]=[CH:15][C:10]=1[NH:9][C:2]1[CH:7]=[CH:6][C:5]([OH:8])=[CH:4][CH:3]=1, predict the reactants needed to synthesize it. The reactants are: Br[C:2]1[CH:7]=[CH:6][C:5]([OH:8])=[CH:4][CH:3]=1.[NH2:9][C:10]1[CH:15]=[CH:14][CH:13]=[CH:12][N:11]=1.C(P(C(C)(C)C)C1C=CC=CC=1C1C(C(C)C)=CC(C(C)C)=CC=1C(C)C)(C)(C)C.CC(C)([O-])C.[Na+]. (3) Given the product [CH3:1][N:2]1[C:6]([CH3:15])([CH2:7][CH2:8][C:9]2[CH:10]=[CH:11][CH:12]=[CH:13][CH:14]=2)[C:5](=[O:16])[N:4]([CH2:20][C:21](=[O:22])[C:23]2[CH:24]=[N:25][CH:26]=[CH:27][CH:28]=2)[C:3]1=[O:17], predict the reactants needed to synthesize it. The reactants are: [CH3:1][N:2]1[C:6]([CH3:15])([CH2:7][CH2:8][C:9]2[CH:14]=[CH:13][CH:12]=[CH:11][CH:10]=2)[C:5](=[O:16])[NH:4][C:3]1=[O:17].Br.Br[CH2:20][C:21]([C:23]1[CH:24]=[N:25][CH:26]=[CH:27][CH:28]=1)=[O:22]. (4) Given the product [CH2:1]([N:8]1[C:12](/[CH:13]=[CH:27]/[C:28]([O:30][CH2:31][CH3:32])=[O:29])=[CH:11][C:10]([O:15][CH:16]([CH3:18])[CH3:17])=[N:9]1)[C:2]1[CH:7]=[CH:6][CH:5]=[CH:4][CH:3]=1, predict the reactants needed to synthesize it. The reactants are: [CH2:1]([N:8]1[C:12]([CH:13]=O)=[CH:11][C:10]([O:15][CH:16]([CH3:18])[CH3:17])=[N:9]1)[C:2]1[CH:7]=[CH:6][CH:5]=[CH:4][CH:3]=1.C(OP([CH2:27][C:28]([O:30][CH2:31][CH3:32])=[O:29])(OCC)=O)C.[H-].[Na+].O. (5) Given the product [NH2:1][C:2]1[N:7]=[C:6]([N:8]2[C@H:13]([CH3:14])[CH2:12][CH2:11][C@H:10]([C:15]([NH:68][C@@H:66]([C:60]3[CH:65]=[CH:64][CH:63]=[CH:62][CH:61]=3)[CH3:67])=[O:16])[CH2:9]2)[CH:5]=[C:4]([C:18]2[CH:23]=[CH:22][C:21]([C:24]#[N:25])=[C:20]([F:26])[CH:19]=2)[N:3]=1, predict the reactants needed to synthesize it. The reactants are: [NH2:1][C:2]1[N:7]=[C:6]([N:8]2[C@H:13]([CH3:14])[CH2:12][CH2:11][C@H:10]([C:15](O)=[O:16])[CH2:9]2)[CH:5]=[C:4]([C:18]2[CH:23]=[CH:22][C:21]([C:24]#[N:25])=[C:20]([F:26])[CH:19]=2)[N:3]=1.CN(C(ON1N=NC2C=CC=NC1=2)=[N+](C)C)C.F[P-](F)(F)(F)(F)F.CCN(C(C)C)C(C)C.[C:60]1([C@H:66]([NH2:68])[CH3:67])[CH:65]=[CH:64][CH:63]=[CH:62][CH:61]=1. (6) The reactants are: [CH:1]1[C:10]2[C:5](=[CH:6][CH:7]=[CH:8][CH:9]=2)[CH:4]=[CH:3][C:2]=1[CH:11]([NH:13]C=O)[CH3:12].C(O)C.[OH-].[Na+]. Given the product [CH:1]1[C:10]2[C:5](=[CH:6][CH:7]=[CH:8][CH:9]=2)[CH:4]=[CH:3][C:2]=1[CH:11]([NH2:13])[CH3:12], predict the reactants needed to synthesize it.